This data is from NCI-60 drug combinations with 297,098 pairs across 59 cell lines. The task is: Regression. Given two drug SMILES strings and cell line genomic features, predict the synergy score measuring deviation from expected non-interaction effect. Drug 1: CC1=CC=C(C=C1)C2=CC(=NN2C3=CC=C(C=C3)S(=O)(=O)N)C(F)(F)F. Drug 2: B(C(CC(C)C)NC(=O)C(CC1=CC=CC=C1)NC(=O)C2=NC=CN=C2)(O)O. Cell line: SR. Synergy scores: CSS=47.2, Synergy_ZIP=5.49, Synergy_Bliss=10.7, Synergy_Loewe=-43.9, Synergy_HSA=3.76.